This data is from Forward reaction prediction with 1.9M reactions from USPTO patents (1976-2016). The task is: Predict the product of the given reaction. (1) The product is: [Cl:1][C:2]1[CH:23]=[CH:22][C:5]([CH2:6][N:7]2[C:15]3[C:10](=[CH:11][C:12]([N:16]([CH2:17][CH3:18])[CH2:19][CH3:20])=[CH:13][CH:14]=3)[C:9]([C:24](=[O:28])[C:25]([OH:31])=[O:26])=[C:8]2[CH3:21])=[CH:4][CH:3]=1. Given the reactants [Cl:1][C:2]1[CH:23]=[CH:22][C:5]([CH2:6][N:7]2[C:15]3[C:10](=[CH:11][C:12]([N:16]([CH2:19][CH3:20])[CH2:17][CH3:18])=[CH:13][CH:14]=3)[CH:9]=[C:8]2[CH3:21])=[CH:4][CH:3]=1.[C:24](Cl)(=[O:28])[C:25](Cl)=[O:26].C[O:31]C1C=C(N)C=CN=1.C(N(CC)CC)C, predict the reaction product. (2) Given the reactants [CH2:1]([N:8]1[CH2:15][CH:14]2[CH2:16][CH:10]([CH2:11][NH:12][CH2:13]2)[CH2:9]1)[C:2]1[CH:7]=[CH:6][CH:5]=[CH:4][CH:3]=1.[N:17]1([C:23](Cl)=[O:24])[CH2:22][CH2:21][CH2:20][CH2:19][CH2:18]1, predict the reaction product. The product is: [CH2:1]([N:8]1[CH2:9][CH:10]2[CH2:16][CH:14]([CH2:13][N:12]([C:23]([N:17]3[CH2:22][CH2:21][CH2:20][CH2:19][CH2:18]3)=[O:24])[CH2:11]2)[CH2:15]1)[C:2]1[CH:7]=[CH:6][CH:5]=[CH:4][CH:3]=1. (3) Given the reactants [C:1]([N:4]1[C:13]2[C:8](=[CH:9][CH:10]=[CH:11][CH:12]=2)[C@@H:7]([OH:14])[CH2:6][C@@H:5]1[CH3:15])(=[O:3])[CH3:2].[F:16][C:17]1[CH:18]=[C:19]([CH:21]=[CH:22][CH:23]=1)N, predict the reaction product. The product is: [C:1]([N:4]1[C:13]2[C:8](=[CH:9][CH:10]=[CH:11][CH:12]=2)[C@H:7]([O:14][C:22]2[CH:21]=[CH:19][CH:18]=[C:17]([F:16])[CH:23]=2)[CH2:6][C@@H:5]1[CH3:15])(=[O:3])[CH3:2]. (4) Given the reactants CC(OC(/N=N/C(OC(C)C)=O)=O)C.[Cl:15][C:16]1[CH:24]=[C:23]([Cl:25])[CH:22]=[C:21]2[C:17]=1[CH2:18][C@@H:19]([OH:40])[C@@H:20]2[N:26]1[CH2:31][CH2:30][CH2:29][C@@H:28]([NH:32][C:33](=[O:39])[O:34][C:35]([CH3:38])([CH3:37])[CH3:36])[CH2:27]1.[F:41][C:42]([F:66])([F:65])[C:43]([NH:45][CH2:46][CH2:47][O:48][CH2:49][CH2:50][O:51][CH2:52][CH2:53][NH:54][S:55]([C:58]1[CH:63]=[CH:62][C:61](O)=[CH:60][CH:59]=1)(=[O:57])=[O:56])=[O:44].C1C=CC(P(C2C=CC=CC=2)C2C=CC=CC=2)=CC=1, predict the reaction product. The product is: [Cl:15][C:16]1[CH:24]=[C:23]([Cl:25])[CH:22]=[C:18]2[C:17]=1[CH2:21][C@H:20]([N:26]1[CH2:31][CH2:30][CH2:29][C@@H:28]([NH:32][C:33](=[O:39])[O:34][C:35]([CH3:38])([CH3:37])[CH3:36])[CH2:27]1)[C@H:19]2[O:40][C:61]1[CH:60]=[CH:59][C:58]([S:55](=[O:57])(=[O:56])[NH:54][CH2:53][CH2:52][O:51][CH2:50][CH2:49][O:48][CH2:47][CH2:46][NH:45][C:43](=[O:44])[C:42]([F:65])([F:41])[F:66])=[CH:63][CH:62]=1. (5) Given the reactants [CH2:1]([O:3][C:4](=O)[CH2:5][CH2:6][CH2:7]O)C.[CH2:10]1[CH2:15]O[CH:13]=[CH:12][CH2:11]1.CC1(C)C2([CH2:25][S:26]([OH:29])(=[O:28])=[O:27])C(CC1CC2)=O, predict the reaction product. The product is: [CH2:5]1[CH2:4][O:3][CH:1]=[CH:7][CH2:6]1.[CH3:1][C:11]1[CH:12]=[CH:13][C:25]([S:26]([OH:29])(=[O:28])=[O:27])=[CH:15][CH:10]=1. (6) Given the reactants [O:1]=[C:2]1[CH2:11][O:10][C:9]2[CH:8]=[C:7]3[NH:12][C:13]([C:15]([OH:17])=O)=[CH:14][C:6]3=[CH:5][C:4]=2[NH:3]1.[CH2:18]([CH:25]1[CH2:30][CH2:29][NH:28][CH2:27][CH2:26]1)[C:19]1[CH:24]=[CH:23][CH:22]=[CH:21][CH:20]=1, predict the reaction product. The product is: [CH2:18]([CH:25]1[CH2:30][CH2:29][N:28]([C:15]([C:13]2[NH:12][C:7]3=[CH:8][C:9]4[O:10][CH2:11][C:2](=[O:1])[NH:3][C:4]=4[CH:5]=[C:6]3[CH:14]=2)=[O:17])[CH2:27][CH2:26]1)[C:19]1[CH:24]=[CH:23][CH:22]=[CH:21][CH:20]=1. (7) The product is: [OH:32][CH2:31][CH:30]([NH:29][C:23](=[O:24])[C:22]1[CH:21]=[CH:20][C:19]([CH:11]([C:12]2[CH:17]=[CH:16][CH:15]=[CH:14][C:13]=2[CH3:18])[CH2:10][C:9]([C:4]2[CH:5]=[CH:6][C:7](=[O:8])[N:2]([CH3:1])[CH:3]=2)=[O:28])=[CH:27][CH:26]=1)[CH2:33][OH:34]. Given the reactants [CH3:1][N:2]1[C:7](=[O:8])[CH:6]=[CH:5][C:4]([C:9](=[O:28])[CH2:10][CH:11]([C:19]2[CH:27]=[CH:26][C:22]([C:23](O)=[O:24])=[CH:21][CH:20]=2)[C:12]2[CH:17]=[CH:16][CH:15]=[CH:14][C:13]=2[CH3:18])=[CH:3]1.[NH2:29][CH:30]([CH2:33][OH:34])[CH2:31][OH:32].F[P-](F)(F)(F)(F)F.N1(O[P+](N(C)C)(N(C)C)N(C)C)C2C=CC=CC=2N=N1, predict the reaction product.